From a dataset of Full USPTO retrosynthesis dataset with 1.9M reactions from patents (1976-2016). Predict the reactants needed to synthesize the given product. (1) Given the product [CH3:11][C:10]([C:12]1[CH:17]=[CH:16][CH:15]=[CH:14][CH:13]=1)([CH2:30]/[CH:31]=[CH:32]/[CH2:33][C:2]([CH3:7])([CH3:3])[CH3:1])[C:9]([O:8][CH2:1][C:2]1[CH:3]=[CH:4][CH:5]=[CH:6][CH:7]=1)=[O:18], predict the reactants needed to synthesize it. The reactants are: [CH2:1]([O:8][C:9](=[O:18])[CH:10]([C:12]1[CH:17]=[CH:16][CH:15]=[CH:14][CH:13]=1)[CH3:11])[C:2]1[CH:7]=[CH:6][CH:5]=[CH:4][CH:3]=1.C[Si](C)(C)[N-][Si](C)(C)C.[Li+].O1[CH2:33][CH2:32][CH2:31][CH2:30]1. (2) Given the product [C:6]([O:8][CH2:9][CH2:36][CH2:35][CH2:34][CH2:33][CH2:32][CH2:31][CH2:30][CH2:29][CH2:28][CH2:27][CH2:26][CH2:25][CH2:24][CH2:23][CH2:22][CH2:21][CH2:20][CH2:19][CH2:18][CH2:17][CH3:16])(=[O:7])[C:5]1[CH:10]=[CH:11][C:2]([C:1]([O:13][CH2:14][CH2:36][CH2:35][CH2:34][CH2:33][CH2:32][CH2:31][CH2:30][CH2:29][CH2:28][CH2:27][CH2:26][CH2:25][CH2:24][CH2:23][CH2:22][CH2:21][CH2:20][CH2:19][CH2:18][CH2:17][CH3:16])=[O:12])=[CH:3][CH:4]=1, predict the reactants needed to synthesize it. The reactants are: [C:1]([O:13][CH3:14])(=[O:12])[C:2]1[CH:11]=[CH:10][C:5]([C:6]([O:8][CH3:9])=[O:7])=[CH:4][CH:3]=1.C(O)[CH2:16][CH2:17][CH2:18][CH2:19][CH2:20][CH2:21][CH2:22][CH2:23][CH2:24][CH2:25][CH2:26][CH2:27][CH2:28][CH2:29][CH2:30][CH2:31][CH2:32][CH2:33][CH2:34][CH2:35][CH3:36]. (3) Given the product [CH2:28]([O:21][C:20](=[O:22])[CH2:19][C:11]1[CH:12]=[C:13]([C:15]([F:17])([F:18])[F:16])[CH:14]=[C:9]([O:8][CH2:1][C:2]2[CH:3]=[CH:4][CH:5]=[CH:6][CH:7]=2)[CH:10]=1)[CH3:29], predict the reactants needed to synthesize it. The reactants are: [CH2:1]([O:8][C:9]1[CH:10]=[C:11]([CH2:19][C:20]([OH:22])=[O:21])[CH:12]=[C:13]([C:15]([F:18])([F:17])[F:16])[CH:14]=1)[C:2]1[CH:7]=[CH:6][CH:5]=[CH:4][CH:3]=1.S(=O)(=O)(O)O.[CH3:28][CH2:29]O. (4) Given the product [CH2:1]([O:3][C:4](=[O:13])[C:5]1[CH:6]=[C:7]([O:26][C:20]2[CH:25]=[CH:24][CH:23]=[CH:22][CH:21]=2)[N:8]=[C:9]([Cl:11])[CH:10]=1)[CH3:2], predict the reactants needed to synthesize it. The reactants are: [CH2:1]([O:3][C:4](=[O:13])[C:5]1[CH:10]=[C:9]([Cl:11])[N:8]=[C:7](Cl)[CH:6]=1)[CH3:2].C([O-])([O-])=O.[Cs+].[Cs+].[C:20]1([OH:26])[CH:25]=[CH:24][CH:23]=[CH:22][CH:21]=1. (5) Given the product [Br:20][C:21]1[CH:22]=[N:23][C:24]([N:5]2[C:6]3[C:11](=[CH:10][CH:9]=[C:8]([C:12]([N:14]4[CH2:19][CH2:18][O:17][CH2:16][CH2:15]4)=[O:13])[CH:7]=3)[C:3]([CH2:2][OH:1])=[CH:4]2)=[N:25][CH:26]=1, predict the reactants needed to synthesize it. The reactants are: [OH:1][CH2:2][C:3]1[C:11]2[C:6](=[CH:7][C:8]([C:12]([N:14]3[CH2:19][CH2:18][O:17][CH2:16][CH2:15]3)=[O:13])=[CH:9][CH:10]=2)[NH:5][CH:4]=1.[Br:20][C:21]1[CH:22]=[N:23][C:24](Cl)=[N:25][CH:26]=1.BrC1C=NC(N2C3C(=CC=C(C(N4CCOCC4)=O)C=3)C(SC)=C2)=NC=1. (6) The reactants are: [NH2:1][CH2:2][CH2:3][C:4]1[CH:9]=[CH:8][C:7]([OH:10])=[CH:6][CH:5]=1.CCN(C(C)C)C(C)C.Cl[C:21]1[N:26]=[C:25](Cl)[N:24]=[C:23]([N:28]([CH2:30][CH2:31][CH2:32][C:33]2[CH:38]=[CH:37][C:36]([F:39])=[CH:35][CH:34]=2)[CH3:29])[N:22]=1.ClC1N=C(Cl)N=C(N(CCCC2C=CC(Cl)=CC=2)C)N=1.[F:60]C1C=CC(CCCNC)=CC=1.FC1C=CC=CC=1CCCNC. Given the product [F:60][C:25]1[N:24]=[C:23]([N:28]([CH2:30][CH2:31][CH2:32][C:33]2[CH:38]=[CH:37][C:36]([F:39])=[CH:35][CH:34]=2)[CH3:29])[N:22]=[C:21]([NH:1][CH2:2][CH2:3][C:4]2[CH:9]=[CH:8][C:7]([OH:10])=[CH:6][CH:5]=2)[N:26]=1, predict the reactants needed to synthesize it. (7) Given the product [CH2:1]([C:3]1[CH:4]=[CH:5][C:6]([CH:9]2[CH2:10][CH:11]([C:24]3[O:26][N:40]=[C:38]([C:30]4[N:31]([CH3:37])[C:32]([C:33]([F:36])([F:35])[F:34])=[N:28][N:29]=4)[N:39]=3)[CH2:12][N:13]([C:15]([N:17]3[CH2:22][CH2:21][CH:20]([OH:23])[CH2:19][CH2:18]3)=[O:16])[CH2:14]2)=[CH:7][CH:8]=1)[CH3:2], predict the reactants needed to synthesize it. The reactants are: [CH2:1]([C:3]1[CH:8]=[CH:7][C:6]([CH:9]2[CH2:14][N:13]([C:15]([N:17]3[CH2:22][CH2:21][CH:20]([OH:23])[CH2:19][CH2:18]3)=[O:16])[CH2:12][CH:11]([C:24]([OH:26])=O)[CH2:10]2)=[CH:5][CH:4]=1)[CH3:2].O[N:28]1[CH:32]([C:33]([F:36])([F:35])[F:34])[N:31]([CH3:37])[C:30]([C:38](=[NH:40])[NH2:39])=[N:29]1.